From a dataset of Catalyst prediction with 721,799 reactions and 888 catalyst types from USPTO. Predict which catalyst facilitates the given reaction. (1) Reactant: [C:1]([O:5][C:6]([NH:8][CH:9]([CH2:23][C:24]1[CH:29]=[CH:28][CH:27]=[CH:26][CH:25]=1)[CH2:10][CH2:11][CH2:12][C:13]1[CH:22]=[CH:21][CH:20]=[CH:19][C:14]=1[C:15](OC)=[O:16])=[O:7])([CH3:4])([CH3:3])[CH3:2].[H-].[H-].[H-].[H-].[Li+].[Al+3].CC(=O)OCC. Product: [C:1]([O:5][C:6](=[O:7])[NH:8][CH:9]([CH2:10][CH2:11][CH2:12][C:13]1[CH:22]=[CH:21][CH:20]=[CH:19][C:14]=1[CH2:15][OH:16])[CH2:23][C:24]1[CH:25]=[CH:26][CH:27]=[CH:28][CH:29]=1)([CH3:4])([CH3:2])[CH3:3]. The catalyst class is: 1. (2) Reactant: [N:1]1([C:7]([O:9][CH2:10]Cl)=[O:8])[CH2:6][CH2:5][O:4][CH2:3][CH2:2]1.[Br-:12].[Li+]. Product: [N:1]1([C:7]([O:9][CH2:10][Br:12])=[O:8])[CH2:6][CH2:5][O:4][CH2:3][CH2:2]1. The catalyst class is: 10. (3) Reactant: [CH3:1][CH:2]([C:4]1[N:9]=[C:8]([N:10]([S:12]([CH3:15])(=[O:14])=[O:13])[CH3:11])[N:7]=[C:6]([C:16]2[CH:17]=[CH:18][C:19]([F:22])=[CH:20][CH:21]=2)[C:5]=1/[CH:23]=[CH:24]/[C@@H:25]([OH:33])[CH2:26][C@@H:27]([OH:32])[CH2:28][C:29]([OH:31])=[O:30])[CH3:3].C([NH-])CCC.O.C(N)(C)(C)C. Product: [CH3:3][CH:2]([C:4]1[N:9]=[C:8]([N:10]([S:12]([CH3:15])(=[O:13])=[O:14])[CH3:11])[N:7]=[C:6]([C:16]2[CH:21]=[CH:20][C:19]([F:22])=[CH:18][CH:17]=2)[C:5]=1/[CH:23]=[CH:24]/[C@@H:25]([OH:33])[CH2:26][C@@H:27]([OH:32])[CH2:28][C:29]([OH:31])=[O:30])[CH3:1]. The catalyst class is: 41. (4) Reactant: C(Cl)(=O)C(Cl)=O.CS(C)=O.[Cl:11][C:12]1[CH:13]=[C:14]([C@@H:18]2[C@@H:23]([C:24]3[CH:29]=[CH:28][C:27]([Cl:30])=[CH:26][CH:25]=3)[N:22]([C@@H:31]([CH2:34][CH3:35])[CH2:32][OH:33])[C:21](=[O:36])[C@@H:20]([CH2:37][C:38]([O:40][C:41]([CH3:44])([CH3:43])[CH3:42])=[O:39])[CH2:19]2)[CH:15]=[CH:16][CH:17]=1.C(N(CC)CC)C. Product: [Cl:11][C:12]1[CH:13]=[C:14]([C@@H:18]2[C@@H:23]([C:24]3[CH:29]=[CH:28][C:27]([Cl:30])=[CH:26][CH:25]=3)[N:22]([C@@H:31]([CH2:34][CH3:35])[CH:32]=[O:33])[C:21](=[O:36])[C@@H:20]([CH2:37][C:38]([O:40][C:41]([CH3:42])([CH3:44])[CH3:43])=[O:39])[CH2:19]2)[CH:15]=[CH:16][CH:17]=1. The catalyst class is: 2. (5) Reactant: C(O[BH-](OC(=O)C)OC(=O)C)(=O)C.[Na+].[O:15]=[C:16]1[O:20][C@H:19]([C:21]([Cl:24])([Cl:23])[Cl:22])[N:18]2[CH2:25][CH2:26][CH2:27][C@@:17]12[CH:28]=O.[F:30][C:31]1[CH:32]=[C:33]([CH:36]=[CH:37][CH:38]=1)[CH2:34][NH2:35].C(O)(=O)C. Product: [F:30][C:31]1[CH:32]=[C:33]([CH:36]=[CH:37][CH:38]=1)[CH2:34][NH:35][CH2:28][C@@:17]12[CH2:27][CH2:26][CH2:25][N:18]1[C@@H:19]([C:21]([Cl:24])([Cl:23])[Cl:22])[O:20][C:16]2=[O:15]. The catalyst class is: 26. (6) Reactant: [CH2:1]([C:11]1[CH:16]=[CH:15][C:14]([C:17]([C:19]2[CH:24]=[CH:23][CH:22]=[CH:21][C:20]=2B2OC(C)(C)C(C)(C)O2)=[O:18])=[CH:13][CH:12]=1)[CH2:2][CH2:3][CH2:4][CH2:5][CH2:6][CH2:7][CH2:8][CH2:9][CH3:10].[Cl:34][C:35]1[CH:36]=[CH:37][C:38](I)=[C:39]([C:41]([C:43]2[CH:48]=[CH:47][C:46]([CH2:49][CH2:50][CH2:51][CH2:52][CH2:53][CH2:54][CH2:55][CH2:56][CH2:57][CH3:58])=[CH:45][CH:44]=2)=[O:42])[CH:40]=1.C([O-])([O-])=O.[K+].[K+]. Product: [Cl:34][C:35]1[CH:36]=[CH:37][C:38]([C:20]2[CH:21]=[CH:22][CH:23]=[CH:24][C:19]=2[C:17]([C:14]2[CH:13]=[CH:12][C:11]([CH2:1][CH2:2][CH2:3][CH2:4][CH2:5][CH2:6][CH2:7][CH2:8][CH2:9][CH3:10])=[CH:16][CH:15]=2)=[O:18])=[C:39]([C:41](=[O:42])[C:43]2[CH:48]=[CH:47][C:46]([CH2:49][CH2:50][CH2:51][CH2:52][CH2:53][CH2:54][CH2:55][CH2:56][CH2:57][CH3:58])=[CH:45][CH:44]=2)[CH:40]=1. The catalyst class is: 176. (7) Product: [CH2:1]([O:3][CH2:4][CH2:5][O:36][C:25]1[CH:26]=[C:27]([CH2:30][CH2:31][C:32]([O:34][CH3:35])=[O:33])[CH:28]=[CH:29][C:24]=1[C:20]1[CH:21]=[CH:22][CH:23]=[C:18]([N:16]([CH3:17])[C:15]([NH:14][CH2:7][CH2:8][CH2:9][CH2:10][CH2:11][CH2:12][CH3:13])=[O:37])[CH:19]=1)[CH3:2]. The catalyst class is: 311. Reactant: [CH2:1]([O:3][CH2:4][CH2:5]Br)[CH3:2].[CH2:7]([NH:14][C:15](=[O:37])[N:16]([C:18]1[CH:19]=[C:20]([C:24]2[CH:29]=[CH:28][C:27]([CH2:30][CH2:31][C:32]([O:34][CH3:35])=[O:33])=[CH:26][C:25]=2[OH:36])[CH:21]=[CH:22][CH:23]=1)[CH3:17])[CH2:8][CH2:9][CH2:10][CH2:11][CH2:12][CH3:13].C(=O)([O-])[O-].[K+].[K+]. (8) Reactant: [CH2:1]([Sn:5](Cl)([CH2:10][CH2:11][CH2:12][CH3:13])[CH2:6][CH2:7][CH2:8][CH3:9])[CH2:2][CH2:3][CH3:4].C[Si]([N-][Si](C)(C)C)(C)C.[Li+].C1COCC1.[N:30]([CH2:33][CH2:34][CH2:35][CH2:36][CH2:37][CH2:38][S:39][C:40]1[N:41]=[CH:42][N:43]2[CH:47]=[CH:46][S:45][C:44]=12)=[N+:31]=[N-:32].[Cl-].[NH4+]. Product: [N:30]([CH2:33][CH2:34][CH2:35][CH2:36][CH2:37][CH2:38][S:39][C:40]1[N:41]=[CH:42][N:43]2[CH:47]=[C:46]([Sn:5]([CH2:10][CH2:11][CH2:12][CH3:13])([CH2:6][CH2:7][CH2:8][CH3:9])[CH2:1][CH2:2][CH2:3][CH3:4])[S:45][C:44]=12)=[N+:31]=[N-:32]. The catalyst class is: 1. (9) Reactant: [BH4-].[Na+].[F:3][C:4]1[C:9]([C:10]2[C:15]([CH3:16])=[CH:14][CH:13]=[CH:12][C:11]=2[CH3:17])=[CH:8][C:7]([CH:18]=[O:19])=[CH:6][CH:5]=1. Product: [F:3][C:4]1[C:9]([C:10]2[C:15]([CH3:16])=[CH:14][CH:13]=[CH:12][C:11]=2[CH3:17])=[CH:8][C:7]([CH2:18][OH:19])=[CH:6][CH:5]=1. The catalyst class is: 8. (10) Reactant: [Cl:1][C:2]1[CH:39]=[CH:38][CH:37]=[CH:36][C:3]=1[O:4][CH:5]1[CH2:10][CH2:9][N:8]([C:11](=[O:35])[CH2:12][NH:13][C:14]([C:16]2[CH:20]=[C:19]([C:21]3[CH:26]=[CH:25][CH:24]=[CH:23][C:22]=3[O:27]CC3C=CC=CC=3)[NH:18][N:17]=2)=[O:15])[CH2:7][CH2:6]1. Product: [Cl:1][C:2]1[CH:39]=[CH:38][CH:37]=[CH:36][C:3]=1[O:4][CH:5]1[CH2:10][CH2:9][N:8]([C:11](=[O:35])[CH2:12][NH:13][C:14]([C:16]2[CH:20]=[C:19]([C:21]3[CH:26]=[CH:25][CH:24]=[CH:23][C:22]=3[OH:27])[NH:18][N:17]=2)=[O:15])[CH2:7][CH2:6]1. The catalyst class is: 19.